Dataset: NCI-60 drug combinations with 297,098 pairs across 59 cell lines. Task: Regression. Given two drug SMILES strings and cell line genomic features, predict the synergy score measuring deviation from expected non-interaction effect. (1) Drug 1: CC12CCC3C(C1CCC2=O)CC(=C)C4=CC(=O)C=CC34C. Drug 2: CCN(CC)CCCC(C)NC1=C2C=C(C=CC2=NC3=C1C=CC(=C3)Cl)OC. Cell line: SK-MEL-28. Synergy scores: CSS=53.3, Synergy_ZIP=3.16, Synergy_Bliss=7.23, Synergy_Loewe=7.95, Synergy_HSA=7.84. (2) Cell line: SF-268. Synergy scores: CSS=27.6, Synergy_ZIP=-5.91, Synergy_Bliss=-8.51, Synergy_Loewe=-24.6, Synergy_HSA=-6.89. Drug 2: C(CCl)NC(=O)N(CCCl)N=O. Drug 1: CC1=C2C(C(=O)C3(C(CC4C(C3C(C(C2(C)C)(CC1OC(=O)C(C(C5=CC=CC=C5)NC(=O)C6=CC=CC=C6)O)O)OC(=O)C7=CC=CC=C7)(CO4)OC(=O)C)O)C)OC(=O)C. (3) Drug 1: CCC1=CC2CC(C3=C(CN(C2)C1)C4=CC=CC=C4N3)(C5=C(C=C6C(=C5)C78CCN9C7C(C=CC9)(C(C(C8N6C)(C(=O)OC)O)OC(=O)C)CC)OC)C(=O)OC.C(C(C(=O)O)O)(C(=O)O)O. Drug 2: CC12CCC3C(C1CCC2OP(=O)(O)O)CCC4=C3C=CC(=C4)OC(=O)N(CCCl)CCCl.[Na+]. Cell line: SK-MEL-2. Synergy scores: CSS=53.5, Synergy_ZIP=-4.11, Synergy_Bliss=-5.30, Synergy_Loewe=-9.92, Synergy_HSA=-1.74.